This data is from Peptide-MHC class II binding affinity with 134,281 pairs from IEDB. The task is: Regression. Given a peptide amino acid sequence and an MHC pseudo amino acid sequence, predict their binding affinity value. This is MHC class II binding data. The peptide sequence is STTVSTEQNVPDPQV. The MHC is DRB1_0405 with pseudo-sequence DRB1_0405. The binding affinity (normalized) is 0.200.